The task is: Predict the reactants needed to synthesize the given product.. This data is from Full USPTO retrosynthesis dataset with 1.9M reactions from patents (1976-2016). Given the product [NH2:24][C:18]1[C:17]([NH:1][CH2:2][CH:3]2[CH2:8][CH2:7][CH2:6][N:5]([C:9]([O:11][C:12]([CH3:15])([CH3:14])[CH3:13])=[O:10])[CH2:4]2)=[N:22][C:21]([Br:23])=[CH:20][N:19]=1, predict the reactants needed to synthesize it. The reactants are: [NH2:1][CH2:2][CH:3]1[CH2:8][CH2:7][CH2:6][N:5]([C:9]([O:11][C:12]([CH3:15])([CH3:14])[CH3:13])=[O:10])[CH2:4]1.Br[C:17]1[C:18]([NH2:24])=[N:19][CH:20]=[C:21]([Br:23])[N:22]=1.CCN(CC)CC.